From a dataset of Full USPTO retrosynthesis dataset with 1.9M reactions from patents (1976-2016). Predict the reactants needed to synthesize the given product. (1) Given the product [N:42]1[CH:47]=[CH:46][CH:45]=[N:44][C:43]=1[CH2:48][CH2:49][CH2:50]/[CH:51]=[CH:1]/[S:2]([N:5]1[CH2:6][CH2:7][N:8]([C:11]2[N:12]=[CH:13][C:14]([O:17][CH2:18][C:19]([F:22])([F:20])[F:21])=[CH:15][N:16]=2)[CH2:9][CH2:10]1)(=[O:4])=[O:3], predict the reactants needed to synthesize it. The reactants are: [CH3:1][S:2]([N:5]1[CH2:10][CH2:9][N:8]([C:11]2[N:16]=[CH:15][C:14]([O:17][CH2:18][C:19]([F:22])([F:21])[F:20])=[CH:13][N:12]=2)[CH2:7][CH2:6]1)(=[O:4])=[O:3].[Li+].C[Si]([N-][Si](C)(C)C)(C)C.P(Cl)(OCC)(OCC)=O.[N:42]1[CH:47]=[CH:46][CH:45]=[N:44][C:43]=1[CH2:48][CH2:49][CH2:50][CH:51]=O. (2) The reactants are: [OH:1][C:2]1[C:7]([C:8]2[CH:13]=[CH:12][C:11]([O:14][CH2:15][C:16]3[CH:25]=[CH:24][C:23]4[C:18](=[CH:19][CH:20]=[CH:21][CH:22]=4)[N:17]=3)=[CH:10][CH:9]=2)=[CH:6][C:5]([C:26]#[N:27])=[CH:4][CH:3]=1.[F:28][C:29]([F:42])([F:41])[S:30](O[S:30]([C:29]([F:42])([F:41])[F:28])(=[O:32])=[O:31])(=[O:32])=[O:31]. Given the product [F:28][C:29]([F:42])([F:41])[S:30]([O:1][C:2]1[CH:3]=[CH:4][C:5]([C:26]#[N:27])=[CH:6][C:7]=1[C:8]1[CH:9]=[CH:10][C:11]([O:14][CH2:15][C:16]2[CH:25]=[CH:24][C:23]3[C:18](=[CH:19][CH:20]=[CH:21][CH:22]=3)[N:17]=2)=[CH:12][CH:13]=1)(=[O:32])=[O:31], predict the reactants needed to synthesize it. (3) Given the product [Br:1][C:2]1[CH:3]=[N:4][C:5]2[C:10]([CH:11]=1)=[CH:9][C:8]([CH2:12][C:13]1[N:14]3[N:19]=[CH:20][CH:22]=[N:18][C:15]3=[N:16][N:17]=1)=[CH:7][CH:6]=2, predict the reactants needed to synthesize it. The reactants are: [Br:1][C:2]1[CH:3]=[N:4][C:5]2[C:10]([CH:11]=1)=[CH:9][C:8]([CH2:12][C:13]1[N:14]([NH2:19])[C:15]([NH2:18])=[N:16][N:17]=1)=[CH:7][CH:6]=2.[CH:20]([CH:22]=O)=O.C(O)(=O)C. (4) Given the product [NH2:44][C:41]1[N:42]=[CH:43][C:38]([C:2]2[N:3]=[C:4]([N:24]3[CH2:29][CH2:28][O:27][CH2:26][CH2:25]3)[C:5]3[S:10][C:9]([C:11]4[CH:12]=[CH:13][C:14]([O:17][CH2:18][CH2:19][O:20][CH2:21][CH2:22][OH:23])=[N:15][CH:16]=4)=[CH:8][C:6]=3[N:7]=2)=[CH:39][N:40]=1, predict the reactants needed to synthesize it. The reactants are: Cl[C:2]1[N:3]=[C:4]([N:24]2[CH2:29][CH2:28][O:27][CH2:26][CH2:25]2)[C:5]2[S:10][C:9]([C:11]3[CH:12]=[CH:13][C:14]([O:17][CH2:18][CH2:19][O:20][CH2:21][CH2:22][OH:23])=[N:15][CH:16]=3)=[CH:8][C:6]=2[N:7]=1.CC1(C)C(C)(C)OB([C:38]2[CH:39]=[N:40][C:41]([NH2:44])=[N:42][CH:43]=2)O1.C([O-])([O-])=O.[Na+].[Na+]. (5) Given the product [Cl:51][C:45]1[CH:44]=[C:43]2[C:48]([CH:49]=[N:50][C:41]([N:15]3[CH2:16][CH2:17][CH:12]([N:5]4[C:6]5=[N:7][CH:8]=[CH:9][N:10]=[C:11]5[C:3]([CH3:19])([CH3:2])[C:4]4=[O:18])[CH2:13][CH2:14]3)=[N:42]2)=[CH:47][CH:46]=1, predict the reactants needed to synthesize it. The reactants are: Cl.[CH3:2][C:3]1([CH3:19])[C:11]2[C:6](=[N:7][CH:8]=[CH:9][N:10]=2)[N:5]([CH:12]2[CH2:17][CH2:16][NH:15][CH2:14][CH2:13]2)[C:4]1=[O:18].Cl.Cl.CC1(C)C2C(=NC=CC=2)N(C2CCNCC2)C1=O.Cl[C:41]1[N:50]=[CH:49][C:48]2[C:43](=[CH:44][C:45]([Cl:51])=[CH:46][CH:47]=2)[N:42]=1.C(=O)([O-])[O-].[K+].[K+]. (6) Given the product [CH2:13]([C:15]([OH:55])([CH2:53][CH3:54])[CH2:16][O:17][C@H:18]1[CH2:23][CH2:22][C@H:21]([N:24]2[C:29](=[O:30])[C:28]([CH2:31][C:32]3[CH:33]=[CH:34][C:35]([C:38]4[CH:43]=[CH:42][CH:41]=[CH:40][C:39]=4[C:44]4[NH:3][C:4](=[O:7])[O:5][N:45]=4)=[CH:36][CH:37]=3)=[C:27]([CH2:46][CH2:47][CH3:48])[N:26]3[N:49]=[C:50]([CH3:52])[N:51]=[C:25]23)[CH2:20][CH2:19]1)[CH3:14], predict the reactants needed to synthesize it. The reactants are: [Cl-].O[NH3+:3].[C:4](=[O:7])([O-])[OH:5].[Na+].CS(C)=O.[CH2:13]([C:15]([OH:55])([CH2:53][CH3:54])[CH2:16][O:17][C@H:18]1[CH2:23][CH2:22][C@H:21]([N:24]2[C:29](=[O:30])[C:28]([CH2:31][C:32]3[CH:37]=[CH:36][C:35]([C:38]4[C:39]([C:44]#[N:45])=[CH:40][CH:41]=[CH:42][CH:43]=4)=[CH:34][CH:33]=3)=[C:27]([CH2:46][CH2:47][CH3:48])[N:26]3[N:49]=[C:50]([CH3:52])[N:51]=[C:25]23)[CH2:20][CH2:19]1)[CH3:14].